Predict the product of the given reaction. From a dataset of Forward reaction prediction with 1.9M reactions from USPTO patents (1976-2016). (1) Given the reactants [Li]CCCC.[CH3:6][S:7]([CH3:10])(=[O:9])=[O:8].[O:11]([C:18]1[CH:25]=[CH:24][C:21](C=O)=[C:20]([B:26]2[O:30][C:29](C)(C)C(C)(C)[O:27]2)[CH:19]=1)[C:12]1[CH:17]=[CH:16][CH:15]=[CH:14][CH:13]=1.Cl, predict the reaction product. The product is: [CH3:6][S:7]([CH2:10][CH:29]1[O:30][B:26]([OH:27])[C:20]2[CH:19]=[C:18]([O:11][C:12]3[CH:13]=[CH:14][CH:15]=[CH:16][CH:17]=3)[CH:25]=[CH:24][C:21]1=2)(=[O:9])=[O:8]. (2) Given the reactants [CH:1](O)=[O:2].C(N1C=CN=C1)(N1C=CN=C1)=O.[N+:16]([CH2:18][C:19]([O:21][CH2:22][CH3:23])=[O:20])#[C-:17], predict the reaction product. The product is: [O:2]1[CH:1]=[C:18]([C:19]([O:21][CH2:22][CH3:23])=[O:20])[N:16]=[CH:17]1. (3) Given the reactants Cl.C(N1C(C2N=C3N(CCOC4C=C(C5CCNCC5)C=CC=43)C=2)=NC=N1)(C)C.BrC1C=CC2C3N(CCOC=2C=1)C=C(C1N(C(C)C)N=CN=1)N=3.B1([C:62]2[CH2:67][CH2:66][N:65]([C:68]([O:70][C:71]([CH3:74])([CH3:73])[CH3:72])=[O:69])[CH2:64][CH:63]=2)OC(C)(C)C(C)(C)O1.C(=O)([O-])[O-].[K+].[K+].C(Cl)Cl, predict the reaction product. The product is: [C:71]([O:70][C:68]([N:65]1[CH2:64][CH:63]=[CH:62][CH2:67][CH2:66]1)=[O:69])([CH3:74])([CH3:72])[CH3:73]. (4) Given the reactants [CH:1]1([C@@H:7]([NH:9][C:10]([C:12]2[C:21]3[C:16](=[CH:17][CH:18]=[CH:19][CH:20]=3)[N:15]=[C:14]([C:22]3[S:23][CH:24]=[CH:25][CH:26]=3)[C:13]=2[CH2:27][N:28]2[CH2:33][CH2:32][NH:31][C:30](=[O:34])[CH2:29]2)=[O:11])[CH3:8])[CH2:6][CH2:5][CH2:4][CH2:3][CH2:2]1.[OH-].[K+].[C:37]([O:41]CC)(=[O:40])[CH:38]=[CH2:39], predict the reaction product. The product is: [CH:1]1([C@@H:7]([NH:9][C:10]([C:12]2[C:21]3[C:16](=[CH:17][CH:18]=[CH:19][CH:20]=3)[N:15]=[C:14]([C:22]3[S:23][CH:24]=[CH:25][CH:26]=3)[C:13]=2[CH2:27][N:28]2[CH2:33][CH2:32][N:31]([CH2:39][CH2:38][C:37]([OH:41])=[O:40])[C:30](=[O:34])[CH2:29]2)=[O:11])[CH3:8])[CH2:6][CH2:5][CH2:4][CH2:3][CH2:2]1. (5) Given the reactants C(O)C.[CH:4]1([N:7]2[C:16]3[C:11](=[CH:12][CH:13]=[C:14]([C:21]4[CH:22]=[C:23]5[C:27](=[CH:28][CH:29]=4)[C@@H:26]([CH3:30])[NH:25][CH2:24]5)[C:15]=3[O:17][CH:18]([F:20])[F:19])[C:10](=[O:31])[C:9]([C:32]([OH:34])=[O:33])=[CH:8]2)[CH2:6][CH2:5]1.[ClH:35], predict the reaction product. The product is: [ClH:35].[CH:4]1([N:7]2[C:16]3[C:11](=[CH:12][CH:13]=[C:14]([C:21]4[CH:22]=[C:23]5[C:27](=[CH:28][CH:29]=4)[C@@H:26]([CH3:30])[NH:25][CH2:24]5)[C:15]=3[O:17][CH:18]([F:20])[F:19])[C:10](=[O:31])[C:9]([C:32]([OH:34])=[O:33])=[CH:8]2)[CH2:6][CH2:5]1.